This data is from NCI-60 drug combinations with 297,098 pairs across 59 cell lines. The task is: Regression. Given two drug SMILES strings and cell line genomic features, predict the synergy score measuring deviation from expected non-interaction effect. (1) Drug 1: C1CCC(C1)C(CC#N)N2C=C(C=N2)C3=C4C=CNC4=NC=N3. Drug 2: C1=CC=C(C=C1)NC(=O)CCCCCCC(=O)NO. Cell line: NCI-H460. Synergy scores: CSS=9.90, Synergy_ZIP=-1.62, Synergy_Bliss=3.63, Synergy_Loewe=1.39, Synergy_HSA=3.27. (2) Drug 1: COC1=CC(=CC(=C1O)OC)C2C3C(COC3=O)C(C4=CC5=C(C=C24)OCO5)OC6C(C(C7C(O6)COC(O7)C8=CC=CS8)O)O. Drug 2: CN1C2=C(C=C(C=C2)N(CCCl)CCCl)N=C1CCCC(=O)O.Cl. Cell line: SK-OV-3. Synergy scores: CSS=26.0, Synergy_ZIP=-2.94, Synergy_Bliss=2.09, Synergy_Loewe=-23.0, Synergy_HSA=2.42.